The task is: Predict the product of the given reaction.. This data is from Forward reaction prediction with 1.9M reactions from USPTO patents (1976-2016). (1) The product is: [CH2:1]([N:8]([CH:9]1[CH2:14][CH2:13][CH2:12][CH:11]([CH2:15][O:16][CH2:17][C:18]2[N:19]=[C:20]([C:24]3[CH:25]=[C:26]([CH3:30])[CH:27]=[CH:28][CH:29]=3)[O:21][C:22]=2[CH3:23])[CH2:10]1)[C:38]([CH:31]1[CH2:34][CH2:33][CH:32]1[C:35]([OH:37])=[O:36])=[O:39])[C:2]1[CH:7]=[CH:6][CH:5]=[CH:4][CH:3]=1. Given the reactants [CH2:1]([NH:8][CH:9]1[CH2:14][CH2:13][CH2:12][CH:11]([CH2:15][O:16][CH2:17][C:18]2[N:19]=[C:20]([C:24]3[CH:25]=[C:26]([CH3:30])[CH:27]=[CH:28][CH:29]=3)[O:21][C:22]=2[CH3:23])[CH2:10]1)[C:2]1[CH:7]=[CH:6][CH:5]=[CH:4][CH:3]=1.[C@@H:31]12[C:38](=[O:39])[O:37][C:35](=[O:36])[C@@H:32]1[CH2:33][CH2:34]2, predict the reaction product. (2) Given the reactants [CH:1]1([CH:7]2[CH2:12][C:11](O)([C:13]3[CH:18]=[CH:17][CH:16]=[CH:15][CH:14]=3)[CH2:10][CH2:9][N:8]2[C:20]([O:22][CH2:23][C:24]2[CH:29]=[CH:28][CH:27]=[CH:26][CH:25]=2)=[O:21])[CH2:6][CH2:5][CH2:4][CH2:3][CH2:2]1.C(=O)(O)[O-].[Na+], predict the reaction product. The product is: [CH:1]1([CH:7]2[CH2:12][C:11]([C:13]3[CH:14]=[CH:15][CH:16]=[CH:17][CH:18]=3)=[CH:10][CH2:9][N:8]2[C:20]([O:22][CH2:23][C:24]2[CH:29]=[CH:28][CH:27]=[CH:26][CH:25]=2)=[O:21])[CH2:6][CH2:5][CH2:4][CH2:3][CH2:2]1. (3) Given the reactants [C:1](Cl)(=[O:3])[CH3:2].[F:5][C:6]([F:30])([F:29])[C:7]1[C:15]2[CH2:14][CH2:13][NH:12][CH2:11][C:10]=2[N:9]([C:16]2[CH:21]=[CH:20][C:19]([CH2:22][N:23]3[CH2:27][CH2:26][CH2:25][C:24]3=[O:28])=[CH:18][CH:17]=2)[N:8]=1.CCN(C(C)C)C(C)C, predict the reaction product. The product is: [C:1]([N:12]1[CH2:13][CH2:14][C:15]2[C:7]([C:6]([F:30])([F:5])[F:29])=[N:8][N:9]([C:16]3[CH:21]=[CH:20][C:19]([CH2:22][N:23]4[CH2:27][CH2:26][CH2:25][C:24]4=[O:28])=[CH:18][CH:17]=3)[C:10]=2[CH2:11]1)(=[O:3])[CH3:2]. (4) Given the reactants [O:1]1[C:6]2[CH:7]=[CH:8][C:9]([CH:11]=[O:12])=[CH:10][C:5]=2[O:4][CH2:3][CH2:2]1.Br[C:14]1[CH:23]=[CH:22][C:17]2[O:18][CH2:19][CH2:20][O:21][C:16]=2[CH:15]=1.C([Li])CCC.O1C2C=CC(C(C3C=C(OC)C=C(OC)C=3)O)=CC=2OCC1, predict the reaction product. The product is: [O:1]1[C:6]2[CH:7]=[CH:8][C:9]([CH:11]([C:14]3[CH:23]=[CH:22][C:17]4[O:18][CH2:19][CH2:20][O:21][C:16]=4[CH:15]=3)[OH:12])=[CH:10][C:5]=2[O:4][CH2:3][CH2:2]1. (5) Given the reactants [CH:1]([C:3]1[CH:4]=[C:5]([CH:8]=[CH:9][CH:10]=1)[C:6]#[N:7])=O.Cl.[NH2:12][OH:13], predict the reaction product. The product is: [OH:13][N:12]=[CH:1][C:3]1[CH:4]=[C:5]([CH:8]=[CH:9][CH:10]=1)[C:6]#[N:7]. (6) Given the reactants [Cl:1][C:2]1[C:7](I)=[C:6]([NH2:9])[CH:5]=[CH:4][N:3]=1.[C:10]1([SH:16])[CH:15]=[CH:14][CH:13]=[CH:12][CH:11]=1.C(O)CO.C(=O)([O-])[O-].[K+].[K+], predict the reaction product. The product is: [Cl:1][C:2]1[C:7]([S:16][C:10]2[CH:15]=[CH:14][CH:13]=[CH:12][CH:11]=2)=[C:6]([NH2:9])[CH:5]=[CH:4][N:3]=1. (7) Given the reactants [I:1][C:2]1[C:3]([CH:16]=[O:17])=[N:4][N:5]([CH2:7][C:8]2[CH:13]=[CH:12][C:11]([O:14][CH3:15])=[CH:10][CH:9]=2)[CH:6]=1.[CH:18]([Mg]Br)=[CH2:19].[NH4+].[Cl-], predict the reaction product. The product is: [I:1][C:2]1[C:3]([CH:16]([OH:17])[CH:18]=[CH2:19])=[N:4][N:5]([CH2:7][C:8]2[CH:9]=[CH:10][C:11]([O:14][CH3:15])=[CH:12][CH:13]=2)[CH:6]=1. (8) Given the reactants Cl[S:2]([C:5]1[S:6][C:7]([C:10]2[CH:11]=[C:12]([CH3:16])[CH:13]=[CH:14][CH:15]=2)=[CH:8][CH:9]=1)(=[O:4])=[O:3].[NH2:17][C:18]1[O:22][N:21]=[C:20]([CH3:23])[C:19]=1[Br:24], predict the reaction product. The product is: [Br:24][C:19]1[C:20]([CH3:23])=[N:21][O:22][C:18]=1[NH:17][S:2]([C:5]1[S:6][C:7]([C:10]2[CH:11]=[C:12]([CH3:16])[CH:13]=[CH:14][CH:15]=2)=[CH:8][CH:9]=1)(=[O:4])=[O:3]. (9) Given the reactants C[O:2][C:3](=[O:39])[C:4]1[CH:9]=[CH:8][CH:7]=[C:6]([CH:10]=[CH:11][C:12]2[CH:17]=[CH:16][C:15]([O:18][CH2:19][C:20]3[N:21]([C:28]4[CH:33]=[CH:32][CH:31]=[CH:30][C:29]=4[C:34]([F:37])([F:36])[F:35])[N:22]=[CH:23][C:24]=3[CH:25]([CH3:27])[CH3:26])=[CH:14][C:13]=2[CH3:38])[CH:5]=1.[Li+].[OH-].O, predict the reaction product. The product is: [CH:25]([C:24]1[CH:23]=[N:22][N:21]([C:28]2[CH:33]=[CH:32][CH:31]=[CH:30][C:29]=2[C:34]([F:35])([F:36])[F:37])[C:20]=1[CH2:19][O:18][C:15]1[CH:16]=[CH:17][C:12]([CH:11]=[CH:10][C:6]2[CH:5]=[C:4]([CH:9]=[CH:8][CH:7]=2)[C:3]([OH:39])=[O:2])=[C:13]([CH3:38])[CH:14]=1)([CH3:27])[CH3:26]. (10) Given the reactants [C:1]12([C:11]3[CH:16]=[C:15]([Br:17])[CH:14]=[C:13]([O:18][CH3:19])[C:12]=3[OH:20])[CH2:10][CH:5]3[CH2:6][CH:7]([CH2:9][CH:3]([CH2:4]3)[CH2:2]1)[CH2:8]2.[CH2:21](Br)[C:22]1[CH:27]=[CH:26][CH:25]=[CH:24][CH:23]=1.C([O-])([O-])=O.[K+].[K+], predict the reaction product. The product is: [C:1]12([C:11]3[CH:16]=[C:15]([Br:17])[CH:14]=[C:13]([O:18][CH3:19])[C:12]=3[O:20][CH2:21][C:22]3[CH:27]=[CH:26][CH:25]=[CH:24][CH:23]=3)[CH2:2][CH:3]3[CH2:9][CH:7]([CH2:6][CH:5]([CH2:4]3)[CH2:10]1)[CH2:8]2.